From a dataset of Full USPTO retrosynthesis dataset with 1.9M reactions from patents (1976-2016). Predict the reactants needed to synthesize the given product. (1) Given the product [CH3:1][C:2]1[O:6][C:5]([C:7]2[CH:8]=[CH:9][C:10]3[N:14]=[CH:13][N:12]([CH:15]4[CH2:20][CH2:19][N:18]([S:30]([CH3:29])(=[O:32])=[O:31])[CH2:17][CH2:16]4)[C:11]=3[CH:21]=2)=[N:4][N:3]=1, predict the reactants needed to synthesize it. The reactants are: [CH3:1][C:2]1[O:6][C:5]([C:7]2[CH:8]=[CH:9][C:10]3[N:14]=[CH:13][N:12]([CH:15]4[CH2:20][CH2:19][NH:18][CH2:17][CH2:16]4)[C:11]=3[CH:21]=2)=[N:4][N:3]=1.C(N(CC)CC)C.[CH3:29][S:30](Cl)(=[O:32])=[O:31]. (2) Given the product [CH2:24]([NH:26][C:17](=[O:18])[CH2:16][CH2:15][CH2:14][N:6]1[C:7]2[CH:8]=[CH:9][C:10]([CH3:13])=[CH:11][C:12]=2[C:4]2[CH2:3][N:2]([CH3:1])[CH2:23][CH2:22][C:5]1=2)[CH3:25], predict the reactants needed to synthesize it. The reactants are: [CH3:1][N:2]1[CH2:23][CH2:22][C:5]2[N:6]([CH2:14][CH2:15][CH2:16][C:17](OCC)=[O:18])[C:7]3[CH:8]=[CH:9][C:10]([CH3:13])=[CH:11][C:12]=3[C:4]=2[CH2:3]1.[CH2:24]([NH2:26])[CH3:25]. (3) Given the product [CH3:1][C:2]1[CH:7]=[C:6]([N:8]2[CH2:12][CH2:11][CH:10]([CH2:13][N:14]3[CH2:18][CH2:17][CH2:16][CH:15]3[CH3:19])[CH2:9]2)[CH:5]=[CH:4][C:3]=1[NH:20][C:30]([C:28]1[CH:27]=[CH:26][C:25]2[O:21][CH2:22][O:23][C:24]=2[CH:29]=1)=[O:31], predict the reactants needed to synthesize it. The reactants are: [CH3:1][C:2]1[CH:7]=[C:6]([N:8]2[CH2:12][CH2:11][CH:10]([CH2:13][N:14]3[CH2:18][CH2:17][CH2:16][CH:15]3[CH3:19])[CH2:9]2)[CH:5]=[CH:4][C:3]=1[NH2:20].[O:21]1[C:25]2[CH:26]=[CH:27][C:28]([C:30](O)=[O:31])=[CH:29][C:24]=2[O:23][CH2:22]1.